This data is from Full USPTO retrosynthesis dataset with 1.9M reactions from patents (1976-2016). The task is: Predict the reactants needed to synthesize the given product. (1) Given the product [F:1][C:2]1([F:8])[CH2:4][CH:3]1[C:5]([NH:50][C:47]1[CH:48]=[C:49]2[C:44](=[CH:45][CH:46]=1)[N:43]([CH:51]1[CH2:56][CH2:55][CH2:54][CH2:53][O:52]1)[N:42]=[C:41]2[C:39]1[NH:38][C:37]2[CH:57]=[CH:58][C:34]([N:31]3[CH2:32][CH2:33][O:28][CH2:29][CH2:30]3)=[CH:35][C:36]=2[N:40]=1)=[O:6], predict the reactants needed to synthesize it. The reactants are: [F:1][C:2]1([F:8])[CH2:4][CH:3]1[C:5](O)=[O:6].N1(O)C2C=CC=CC=2N=N1.C(Cl)CCl.C(=O)(O)[O-].[Na+].[O:28]1[CH2:33][CH2:32][N:31]([C:34]2[CH:58]=[CH:57][C:37]3[NH:38][C:39]([C:41]4[C:49]5[C:44](=[CH:45][CH:46]=[C:47]([NH2:50])[CH:48]=5)[N:43]([CH:51]5[CH2:56][CH2:55][CH2:54][CH2:53][O:52]5)[N:42]=4)=[N:40][C:36]=3[CH:35]=2)[CH2:30][CH2:29]1. (2) Given the product [CH3:1][O:2][C:3]1[CH:4]=[C:5]([C:11](=[O:14])[CH2:12][CH2:13][C:16]2[CH:21]=[CH:20][CH:19]=[CH:18][C:17]=2[OH:22])[CH:6]=[CH:7][C:8]=1[O:9][CH3:10], predict the reactants needed to synthesize it. The reactants are: [CH3:1][O:2][C:3]1[CH:4]=[C:5]([CH:11]([OH:14])[CH:12]=[CH2:13])[CH:6]=[CH:7][C:8]=1[O:9][CH3:10].I[C:16]1[CH:21]=[CH:20][CH:19]=[CH:18][C:17]=1[OH:22].C(=O)([O-])[O-].[Cs+].[Cs+].